This data is from Reaction yield outcomes from USPTO patents with 853,638 reactions. The task is: Predict the reaction yield, written as a fraction of the theoretical maximum amount of product (1.0 means a 100% yield; for example, 0.34 means a 34% yield). (1) The reactants are CC1C=C[C:19]([C@H:22]2[C@H:27](O)[C@@H:26]([OH:29])[C@H](O)[C@@H](SC)[O:23]2)=CC=1CC1C=CC(OCCCC(O)=O)=CC=1.NC(C)(C)C(N1CCN(C)CC1)=O.CN(C(ON1N=NC2C=CC=NC1=2)=[N+](C)C)C.F[P-](F)(F)(F)(F)F.CCN(C(C)C)C(C)C.C([O:82][C:83](=[O:85])[CH3:84])(=O)C. The catalyst is CC#N.CN(C1C=CN=CC=1)C. The product is [CH3:19][C:22]([CH2:27][C:26]([CH2:84][C:83]([OH:82])=[O:85])=[O:29])=[O:23]. The yield is 0.940. (2) The reactants are [NH2:1][C:2]1[CH:7]=[CH:6][CH:5]=[C:4]([NH2:8])[N:3]=1.[CH3:9][CH2:10]O.C(=O)(O)[O-].[Na+].ClCC=O. The catalyst is [Na+].[Cl-]. The product is [N:1]1[CH:9]=[CH:10][N:3]2[C:4]([NH2:8])=[CH:5][CH:6]=[CH:7][C:2]=12. The yield is 0.220. (3) The reactants are [C:1]([O:5][C:6]([NH:8][C@@H:9]1[C:23](=[O:24])[N:22]2[CH2:25][C@H:26]([O:28][C:29]([N:31]3[CH2:39][C:38]4[C:33](=[CH:34][CH:35]=[CH:36][C:37]=4[F:40])[CH2:32]3)=[O:30])[CH2:27][C@H:21]2[C:20](=[O:41])[NH:19][C@:18]2([C:43]([OH:45])=O)[CH2:42][C@H:17]2[CH:16]=[CH:15][CH2:14][CH2:13][CH2:12][O:11][CH2:10]1)=[O:7])([CH3:4])([CH3:3])[CH3:2].N1(C(N2C=CN=C2)=O)C=CN=C1.[CH:58]1([S:61]([NH2:64])(=[O:63])=[O:62])[CH2:60][CH2:59]1.C1CCN2C(=NCCC2)CC1.S([O-])(O)(=O)=O.[K+]. The catalyst is C1(C)C=CC=CC=1.O. The product is [F:40][C:37]1[CH:36]=[CH:35][CH:34]=[C:33]2[C:38]=1[CH2:39][N:31]([C:29]([O:28][C@H:26]1[CH2:25][N:22]3[C:23](=[O:24])[C@@H:9]([NH:8][C:6]([O:5][C:1]([CH3:2])([CH3:3])[CH3:4])=[O:7])[CH2:10][O:11][CH2:12][CH2:13][CH2:14][CH:15]=[CH:16][C@@H:17]4[CH2:42][C@@:18]4([C:43](=[O:45])[NH:64][S:61]([CH:58]4[CH2:60][CH2:59]4)(=[O:63])=[O:62])[NH:19][C:20](=[O:41])[C@@H:21]3[CH2:27]1)=[O:30])[CH2:32]2. The yield is 0.930. (4) The product is [C:1]([O:4][CH2:5][C:6]([CH3:36])([CH3:35])[CH2:7][N:8]1[C:14]2[CH:15]=[CH:16][C:17]([Cl:19])=[CH:18][C:13]=2[C@@H:12]([C:20]2[CH:25]=[CH:24][CH:23]=[C:22]([O:26][CH3:27])[C:21]=2[O:28][CH3:29])[O:11][C@H:10]([CH2:30][C:31]([NH:42][C:43]2[S:44][CH:45]=[C:46]([CH2:48][C:49]([O:51][CH3:52])=[O:50])[N:47]=2)=[O:32])[C:9]1=[O:34])(=[O:3])[CH3:2]. The reactants are [C:1]([O:4][CH2:5][C:6]([CH3:36])([CH3:35])[CH2:7][N:8]1[C:14]2[CH:15]=[CH:16][C:17]([Cl:19])=[CH:18][C:13]=2[C@@H:12]([C:20]2[CH:25]=[CH:24][CH:23]=[C:22]([O:26][CH3:27])[C:21]=2[O:28][CH3:29])[O:11][C@H:10]([CH2:30][C:31](O)=[O:32])[C:9]1=[O:34])(=[O:3])[CH3:2].S(Cl)(Cl)=O.Cl.[NH2:42][C:43]1[S:44][CH:45]=[C:46]([CH2:48][C:49]([O:51][CH3:52])=[O:50])[N:47]=1.C(N(CC)CC)C. The catalyst is O1CCCC1.O.CN(C)C=O. The yield is 0.420.